Dataset: Reaction yield outcomes from USPTO patents with 853,638 reactions. Task: Predict the reaction yield, written as a fraction of the theoretical maximum amount of product (1.0 means a 100% yield; for example, 0.34 means a 34% yield). The reactants are [CH2:1]([O:3][C:4]1([C:7]2[CH:12]=[CH:11][C:10]([C:13]#[CH:14])=[CH:9][C:8]=2[C:15]([CH3:18])([CH3:17])[CH3:16])[CH2:6][CH2:5]1)[CH3:2].[CH2:19]([O:21][C:22](=[O:30])[C:23]1[CH:28]=[CH:27][C:26](I)=[CH:25][CH:24]=1)[CH3:20]. The catalyst is C(N(CC)CC)C.[Cu]I.Cl[Pd](Cl)([P](C1C=CC=CC=1)(C1C=CC=CC=1)C1C=CC=CC=1)[P](C1C=CC=CC=1)(C1C=CC=CC=1)C1C=CC=CC=1. The product is [CH2:1]([O:3][C:4]1([C:7]2[CH:12]=[CH:11][C:10]([C:13]#[C:14][C:26]3[CH:27]=[CH:28][C:23]([C:22]([O:21][CH2:19][CH3:20])=[O:30])=[CH:24][CH:25]=3)=[CH:9][C:8]=2[C:15]([CH3:17])([CH3:16])[CH3:18])[CH2:6][CH2:5]1)[CH3:2]. The yield is 0.730.